From a dataset of Reaction yield outcomes from USPTO patents with 853,638 reactions. Predict the reaction yield, written as a fraction of the theoretical maximum amount of product (1.0 means a 100% yield; for example, 0.34 means a 34% yield). (1) The catalyst is ClCCl. The yield is 0.560. The reactants are [CH:1](O)=[O:2].C(OC(=O)C)(=O)C.[NH2:11][C:12]1[CH:13]=[CH:14][C:15]2[N:35]([CH:36]=1)[C:18]1[N:19]([C:28]3[CH:29]=[N:30][C:31]([Cl:34])=[CH:32][CH:33]=3)[C:20](=[O:27])[C:21]3[C:26]([C:17]=1[N:16]=2)=[CH:25][CH:24]=[CH:23][CH:22]=3. The product is [Cl:34][C:31]1[N:30]=[CH:29][C:28]([N:19]2[C:18]3[N:35]4[CH:36]=[C:12]([NH:11][CH:1]=[O:2])[CH:13]=[CH:14][C:15]4=[N:16][C:17]=3[C:26]3[C:21](=[CH:22][CH:23]=[CH:24][CH:25]=3)[C:20]2=[O:27])=[CH:33][CH:32]=1. (2) The reactants are [F:1][C:2]1[C:12]([SH:13])=[CH:11][CH:10]=[CH:9][C:3]=1[C:4]([O:6][CH2:7][CH3:8])=[O:5].C1C(=O)N(Cl)C(=O)C1.[Cl:22][C:23]1[C:31]([F:32])=[C:30]2[C:26]([CH:27]=[CH:28][N:29]2[C:33]2[CH:34]=[N:35][CH:36]=[CH:37][CH:38]=2)=[CH:25][CH:24]=1.C([O-])(O)=O.[Na+]. The catalyst is ClCCCl.O. The product is [Cl:22][C:23]1[C:31]([F:32])=[C:30]2[C:26]([C:27]([S:13][C:12]3[C:2]([F:1])=[C:3]([CH:9]=[CH:10][CH:11]=3)[C:4]([O:6][CH2:7][CH3:8])=[O:5])=[CH:28][N:29]2[C:33]2[CH:34]=[N:35][CH:36]=[CH:37][CH:38]=2)=[CH:25][CH:24]=1. The yield is 0.0900. (3) The reactants are O=[C:2]1[N:7]=[CH:6][C:5]([C:8]2[CH:17]=[CH:16][C:11]([C:12]([O:14][CH3:15])=[O:13])=[CH:10][CH:9]=2)=[N:4][NH:3]1.P(Cl)(Cl)([Cl:20])=O. The catalyst is C(Cl)(Cl)Cl. The product is [Cl:20][C:2]1[N:3]=[N:4][C:5]([C:8]2[CH:17]=[CH:16][C:11]([C:12]([O:14][CH3:15])=[O:13])=[CH:10][CH:9]=2)=[CH:6][N:7]=1. The yield is 0.170.